From a dataset of Catalyst prediction with 721,799 reactions and 888 catalyst types from USPTO. Predict which catalyst facilitates the given reaction. (1) Product: [CH2:1]([O:8][C:9]([N:11]1[CH2:15][CH2:14][CH2:13][C@H:12]1[C:16](=[O:33])[NH:17][C:18]1[CH:23]=[CH:22][CH:21]=[C:20]([C:42]2[S:43][CH:44]=[C:40]([C:38](=[O:39])[NH:37][CH:34]3[CH2:36][CH2:35]3)[N:41]=2)[CH:19]=1)=[O:10])[C:2]1[CH:7]=[CH:6][CH:5]=[CH:4][CH:3]=1. The catalyst class is: 5. Reactant: [CH2:1]([O:8][C:9]([N:11]1[CH2:15][CH2:14][CH2:13][C@H:12]1[C:16](=[O:33])[NH:17][C:18]1[CH:23]=[CH:22][CH:21]=[C:20](B2OC(C)(C)C(C)(C)O2)[CH:19]=1)=[O:10])[C:2]1[CH:7]=[CH:6][CH:5]=[CH:4][CH:3]=1.[CH:34]1([NH:37][C:38]([C:40]2[N:41]=[C:42](Br)[S:43][CH:44]=2)=[O:39])[CH2:36][CH2:35]1.C([O-])(O)=O.[Na+].CN(C=O)C. (2) Reactant: Br[C:2]1[C:3]([Cl:18])=[C:4]([NH:10][C:11](=[O:17])[O:12][C:13]([CH3:16])([CH3:15])[CH3:14])[CH:5]=[C:6]([C:8]#[N:9])[CH:7]=1.[S:19]1(=[O:29])(=[O:28])[N:23]2[CH2:24][CH2:25][NH:26][CH2:27][CH:22]2[CH2:21][CH2:20]1.C1C=CC(P(C2C(C3C(P(C4C=CC=CC=4)C4C=CC=CC=4)=CC=C4C=3C=CC=C4)=C3C(C=CC=C3)=CC=2)C2C=CC=CC=2)=CC=1.C([O-])([O-])=O.[Cs+].[Cs+]. Product: [Cl:18][C:3]1[C:2]([N:26]2[CH2:25][CH2:24][N:23]3[S:19](=[O:29])(=[O:28])[CH2:20][CH2:21][CH:22]3[CH2:27]2)=[CH:7][C:6]([C:8]#[N:9])=[CH:5][C:4]=1[NH:10][C:11](=[O:17])[O:12][C:13]([CH3:16])([CH3:15])[CH3:14]. The catalyst class is: 62. (3) Reactant: [F:1][C:2]1[CH:3]=[C:4]([C:8]2[CH:9]=[C:10]3[C:15](=[CH:16][CH:17]=2)[NH:14][C:13](=[O:18])[CH2:12][CH2:11]3)[CH:5]=[CH:6][CH:7]=1.[H-].[Na+].I[CH3:22].CO. Product: [F:1][C:2]1[CH:3]=[C:4]([C:8]2[CH:9]=[C:10]3[C:15](=[CH:16][CH:17]=2)[N:14]([CH3:22])[C:13](=[O:18])[CH2:12][CH2:11]3)[CH:5]=[CH:6][CH:7]=1. The catalyst class is: 7. (4) Reactant: Br[C:2]1[CH:7]=[CH:6][C:5]([N:8]2[CH:12]=[CH:11][N:10]=[CH:9]2)=[CH:4][C:3]=1[O:13][CH3:14].C([Li])CCC.[B:20](OC)([O:23]C)[O:21]C. Product: [N:8]1([C:5]2[CH:6]=[CH:7][C:2]([B:20]([OH:23])[OH:21])=[C:3]([O:13][CH3:14])[CH:4]=2)[CH:12]=[CH:11][N:10]=[CH:9]1. The catalyst class is: 1. (5) Reactant: [N:1]1([CH2:7][CH:8]([OH:10])[CH3:9])[CH2:6][CH2:5][O:4][CH2:3][CH2:2]1.C(N(CC)CC)C.[CH2:18]=[C:19]1[O:23][C:21](=[O:22])[CH2:20]1. Product: [O:23]=[C:19]([CH3:18])[CH2:20][C:21]([O:10][CH:8]([CH3:9])[CH2:7][N:1]1[CH2:6][CH2:5][O:4][CH2:3][CH2:2]1)=[O:22]. The catalyst class is: 11. (6) Reactant: [Cl:1][C:2]1[CH:10]=[C:9]2[C:5]([CH2:6][C:7](=[O:11])[NH:8]2)=[CH:4][C:3]=1[F:12].[Cl:13][C:14]1[C:15]([F:22])=[C:16]([CH:19]=[CH:20][CH:21]=1)[CH:17]=O.N1CCCCC1. Product: [Cl:1][C:2]1[CH:10]=[C:9]2[C:5](/[C:6](=[CH:17]/[C:16]3[CH:19]=[CH:20][CH:21]=[C:14]([Cl:13])[C:15]=3[F:22])/[C:7](=[O:11])[NH:8]2)=[CH:4][C:3]=1[F:12]. The catalyst class is: 5. (7) Reactant: [CH3:1][O:2][C:3](=[O:18])[C:4](=[C:12](OC)[CH2:13][O:14][CH3:15])[C:5](=[O:11])[CH2:6][C:7](OC)=[O:8].[NH4+:19].[OH-]. Product: [CH3:1][O:2][C:3](=[O:18])[C:4]1[C:5]([OH:11])=[CH:6][C:7]([OH:8])=[N:19][C:12]=1[CH2:13][O:14][CH3:15]. The catalyst class is: 88. (8) Reactant: [NH2:1][C:2]1[CH:6]=[C:5]([C:7]2[CH:12]=[CH:11][C:10]([O:13][CH2:14][CH3:15])=[CH:9][CH:8]=2)[S:4][C:3]=1[C:16]([O:18]C(C)(C)C)=[O:17].C(N(CC)CC)C.[F:30][C:31]1[CH:39]=[CH:38][CH:37]=[C:36]([F:40])[C:32]=1[C:33](Cl)=[O:34].Cl. Product: [F:30][C:31]1[CH:39]=[CH:38][CH:37]=[C:36]([F:40])[C:32]=1[C:33]([NH:1][C:2]1[CH:6]=[C:5]([C:7]2[CH:8]=[CH:9][C:10]([O:13][CH2:14][CH3:15])=[CH:11][CH:12]=2)[S:4][C:3]=1[C:16]([OH:18])=[O:17])=[O:34]. The catalyst class is: 4. (9) Reactant: [H-].[H-].[H-].[H-].[Li+].[Al+3].[C:7]([O:11][C:12]([NH:14][C@H:15]([C:19](N(OC)C)=[O:20])[CH2:16][CH2:17][CH3:18])=[O:13])([CH3:10])([CH3:9])[CH3:8].CCOC(C)=O.OS([O-])(=O)=O.[K+]. Product: [CH:19]([C@@H:15]([NH:14][C:12](=[O:13])[O:11][C:7]([CH3:10])([CH3:9])[CH3:8])[CH2:16][CH2:17][CH3:18])=[O:20]. The catalyst class is: 28. (10) Reactant: [NH2:1][C:2]1[C:3]([C:9]([O:11]CC)=[O:10])=[N:4][C:5]([Cl:8])=[N:6][CH:7]=1.O.[OH-].[Li+].Cl. Product: [NH2:1][C:2]1[C:3]([C:9]([OH:11])=[O:10])=[N:4][C:5]([Cl:8])=[N:6][CH:7]=1. The catalyst class is: 1.